This data is from Acute oral toxicity (LD50) regression data from Zhu et al.. The task is: Regression/Classification. Given a drug SMILES string, predict its toxicity properties. Task type varies by dataset: regression for continuous values (e.g., LD50, hERG inhibition percentage) or binary classification for toxic/non-toxic outcomes (e.g., AMES mutagenicity, cardiotoxicity, hepatotoxicity). Dataset: ld50_zhu. The molecule is COc1ccc([N+](=O)[O-])cc1N. The rat oral LD50 is 1.87, given as -log10 of the dose in mol/kg body weight (higher means more acutely toxic).